Dataset: Reaction yield outcomes from USPTO patents with 853,638 reactions. Task: Predict the reaction yield, written as a fraction of the theoretical maximum amount of product (1.0 means a 100% yield; for example, 0.34 means a 34% yield). The reactants are [F:1][C:2]1[CH:7]=[C:6]([F:8])[CH:5]=[CH:4][C:3]=1/[CH:9]=[CH:10]/[C:11]1[CH:16]=[CH:15][C:14]([S:17]([C:20]2[CH:27]=[CH:26][C:23]([C:24]#[N:25])=[CH:22][CH:21]=2)(=[O:19])=[O:18])=[CH:13][CH:12]=1.C(=O)([O-])[O-:29].[K+].[K+].OO.[Na]. The catalyst is CS(C)=O.O. The product is [F:1][C:2]1[CH:7]=[C:6]([F:8])[CH:5]=[CH:4][C:3]=1/[CH:9]=[CH:10]/[C:11]1[CH:12]=[CH:13][C:14]([S:17]([C:20]2[CH:27]=[CH:26][C:23]([C:24]([NH2:25])=[O:29])=[CH:22][CH:21]=2)(=[O:18])=[O:19])=[CH:15][CH:16]=1. The yield is 0.980.